Predict the product of the given reaction. From a dataset of Forward reaction prediction with 1.9M reactions from USPTO patents (1976-2016). (1) Given the reactants [NH2:1][C@@H:2]1[CH2:7][CH2:6][C@H:5]([CH2:8][C:9]([NH:11][C:12]2[CH:17]=[C:16]([C:18]([F:21])([F:20])[F:19])[CH:15]=[C:14]([C:22]([F:25])([F:24])[F:23])[CH:13]=2)=[O:10])[CH2:4][CH2:3]1.Br[CH2:27][C:28](=[O:33])[C:29]([CH3:32])([CH3:31])[CH3:30], predict the reaction product. The product is: [F:25][C:22]([F:23])([F:24])[C:14]1[CH:13]=[C:12]([NH:11][C:9](=[O:10])[CH2:8][C@H:5]2[CH2:4][CH2:3][C@@H:2]([NH:1][CH2:27][C:28](=[O:33])[C:29]([CH3:32])([CH3:31])[CH3:30])[CH2:7][CH2:6]2)[CH:17]=[C:16]([C:18]([F:19])([F:20])[F:21])[CH:15]=1. (2) Given the reactants [OH:1][C:2]1[CH:3]=[C:4]([C@@:8]23[C@@H:17]([OH:18])[CH2:16][CH2:15][CH2:14][C@H:13]2[C@H:12]([CH3:19])[C:11]2([O:23][CH2:22][CH2:21][O:20]2)[CH2:10][CH2:9]3)[CH:5]=[CH:6][CH:7]=1.C(=O)([O-])[O-].[K+].[K+].[CH2:30](Br)[C:31]1[CH:36]=[CH:35][CH:34]=[CH:33][CH:32]=1.C(=O)(O)[O-].[Na+], predict the reaction product. The product is: [CH2:30]([O:1][C:2]1[CH:3]=[C:4]([C@@:8]23[C@@H:17]([OH:18])[CH2:16][CH2:15][CH2:14][C@H:13]2[C@H:12]([CH3:19])[C:11]2([O:20][CH2:21][CH2:22][O:23]2)[CH2:10][CH2:9]3)[CH:5]=[CH:6][CH:7]=1)[C:31]1[CH:36]=[CH:35][CH:34]=[CH:33][CH:32]=1. (3) Given the reactants FC(F)(F)C(O)=O.[Cl:8][C:9]1[CH:18]=[C:17]2[C:12]([CH:13]=[CH:14][C:15](/[CH:19]=[CH:20]/[C:21]3[CH:36]=[CH:35][C:24]4[O:25][CH2:26][C:27]5[CH:34]=[CH:33][CH:32]=[CH:31][C:28]=5[CH:29](O)[C:23]=4[CH:22]=3)=[N:16]2)=[CH:11][C:10]=1[F:37].[SH:38][CH2:39][CH2:40][C:41]([OH:43])=[O:42], predict the reaction product. The product is: [Cl:8][C:9]1[CH:18]=[C:17]2[C:12]([CH:13]=[CH:14][C:15](/[CH:19]=[CH:20]/[C:21]3[CH:36]=[CH:35][C:24]4[O:25][CH2:26][C:27]5[CH:34]=[CH:33][CH:32]=[CH:31][C:28]=5[CH:29]([S:38][CH2:39][CH2:40][C:41]([OH:43])=[O:42])[C:23]=4[CH:22]=3)=[N:16]2)=[CH:11][C:10]=1[F:37]. (4) Given the reactants Br[C:2]1[CH:20]=[CH:19][C:5]2[N:6]([CH2:14][CH2:15][N:16]([CH3:18])[CH3:17])[C:7]([CH2:9][C:10]([CH3:13])([CH3:12])[CH3:11])=[N:8][C:4]=2[CH:3]=1.[SH:21][C@H:22]1[CH2:26][CH2:25][N:24]([C:27]([O:29][C:30]([CH3:33])([CH3:32])[CH3:31])=[O:28])[CH2:23]1.C(N(CC)C(C)C)(C)C, predict the reaction product. The product is: [CH3:17][N:16]([CH3:18])[CH2:15][CH2:14][N:6]1[C:5]2[CH:19]=[CH:20][C:2]([S:21][C@H:22]3[CH2:26][CH2:25][N:24]([C:27]([O:29][C:30]([CH3:33])([CH3:32])[CH3:31])=[O:28])[CH2:23]3)=[CH:3][C:4]=2[N:8]=[C:7]1[CH2:9][C:10]([CH3:13])([CH3:12])[CH3:11]. (5) The product is: [CH2:1]([N:8]1[C:9](=[O:12])[S:10][N:18]([CH2:21][C:22]([O:24][CH2:25][CH3:26])=[O:23])[C:19]1=[O:20])[C:2]1[CH:7]=[CH:6][CH:5]=[CH:4][CH:3]=1. Given the reactants [CH2:1]([N:8]=[C:9]=[S:10])[C:2]1[CH:7]=[CH:6][CH:5]=[CH:4][CH:3]=1.Cl.[O-:12][Mn](=O)(=O)=O.[K+].[N:18]([CH2:21][C:22]([O:24][CH2:25][CH3:26])=[O:23])=[C:19]=[O:20], predict the reaction product.